From a dataset of CYP2C9 inhibition data for predicting drug metabolism from PubChem BioAssay. Regression/Classification. Given a drug SMILES string, predict its absorption, distribution, metabolism, or excretion properties. Task type varies by dataset: regression for continuous measurements (e.g., permeability, clearance, half-life) or binary classification for categorical outcomes (e.g., BBB penetration, CYP inhibition). Dataset: cyp2c9_veith. (1) The drug is O=C(O)CCC(=O)Nc1ccc(S(=O)(=O)Nc2nccs2)cc1. The result is 0 (non-inhibitor). (2) The drug is CCC/C=C(\CCC)C(NS(=O)(=O)c1cccc2cccnc12)c1ccc(-c2ccccc2)cc1. The result is 1 (inhibitor). (3) The molecule is COc1ccccc1-c1cncnc1Nc1ccccc1. The result is 0 (non-inhibitor). (4) The compound is CN(Cc1ccco1)c1nc(-c2cccnc2)nc2ccccc12. The result is 0 (non-inhibitor). (5) The compound is O=S(=O)(c1ccc(Cl)cc1)c1cnc(-c2cccnc2)nc1-c1ccccc1. The result is 0 (non-inhibitor).